Predict the reactants needed to synthesize the given product. From a dataset of Full USPTO retrosynthesis dataset with 1.9M reactions from patents (1976-2016). (1) Given the product [NH2:1][C:2]1[N:7]([C:8]2[CH:9]=[CH:10][C:11]([CH3:14])=[CH:12][CH:13]=2)[C:6]([NH:24][C:23]2[CH:25]=[CH:26][C:20]([S:19][CH3:18])=[CH:21][CH:22]=2)=[N:5][C:4](=[O:17])[CH:3]=1, predict the reactants needed to synthesize it. The reactants are: [NH2:1][C:2]1[N:7]([C:8]2[CH:13]=[CH:12][C:11]([CH3:14])=[CH:10][CH:9]=2)[C:6](SC)=[N:5][C:4](=[O:17])[CH:3]=1.[CH3:18][S:19][C:20]1[CH:26]=[CH:25][C:23]([NH2:24])=[CH:22][CH:21]=1.[K+].[Br-]. (2) Given the product [C:13]([O:17][C:18]([N:20]1[CH2:29][CH2:28][C:27]2[C:22](=[CH:23][CH:24]=[CH:25][C:26]=2[CH2:30][Cl:12])[CH2:21]1)=[O:19])([CH3:16])([CH3:15])[CH3:14], predict the reactants needed to synthesize it. The reactants are: C(N(CC)CC)C.CS([Cl:12])(=O)=O.[C:13]([O:17][C:18]([N:20]1[CH2:29][CH2:28][C:27]2[C:22](=[CH:23][CH:24]=[CH:25][C:26]=2[CH2:30]O)[CH2:21]1)=[O:19])([CH3:16])([CH3:15])[CH3:14]. (3) Given the product [NH2:21][CH2:20][C:19]1[CH:32]=[CH:33][CH:34]=[CH:35][C:18]=1[CH2:17][O:16][C:12]1[CH:13]=[C:14]([CH3:15])[N:9]([CH2:8][C:7]2[CH:38]=[CH:39][C:40]([O:41][CH3:42])=[C:5]([Cl:4])[CH:6]=2)[C:10](=[O:37])[C:11]=1[CH3:36], predict the reactants needed to synthesize it. The reactants are: O.NN.[Cl:4][C:5]1[CH:6]=[C:7]([CH:38]=[CH:39][C:40]=1[O:41][CH3:42])[CH2:8][N:9]1[C:14]([CH3:15])=[CH:13][C:12]([O:16][CH2:17][C:18]2[CH:35]=[CH:34][CH:33]=[CH:32][C:19]=2[CH2:20][N:21]2C(=O)C3C(=CC=CC=3)C2=O)=[C:11]([CH3:36])[C:10]1=[O:37]. (4) Given the product [NH2:14][C:10]1[N:9]=[C:8]([NH:15][C@@H:16]([CH2:27][CH2:28][CH3:29])[CH2:17][CH2:18][OH:19])[C:7]([CH2:6][C:5]2[CH:30]=[CH:31][C:2]([N:40]3[CH2:39][CH2:38][N:37]([C:41]([O:43][C:44]([CH3:46])([CH3:45])[CH3:47])=[O:42])[CH2:36][C:35]3=[O:34])=[CH:3][C:4]=2[O:32][CH3:33])=[C:12]([CH3:13])[N:11]=1, predict the reactants needed to synthesize it. The reactants are: Br[C:2]1[CH:31]=[CH:30][C:5]([CH2:6][C:7]2[C:8]([NH:15][C@@H:16]([CH2:27][CH2:28][CH3:29])[CH2:17][CH2:18][O:19][Si](C(C)(C)C)(C)C)=[N:9][C:10]([NH2:14])=[N:11][C:12]=2[CH3:13])=[C:4]([O:32][CH3:33])[CH:3]=1.[O:34]=[C:35]1[NH:40][CH2:39][CH2:38][N:37]([C:41]([O:43][C:44]([CH3:47])([CH3:46])[CH3:45])=[O:42])[CH2:36]1.